Dataset: Full USPTO retrosynthesis dataset with 1.9M reactions from patents (1976-2016). Task: Predict the reactants needed to synthesize the given product. (1) Given the product [CH3:28][C:27]1[CH:26]=[CH:25][C:4]([C:5]([NH:7][C:8]2[CH:13]=[CH:12][C:11]([CH2:14][N:15]3[CH2:20][CH2:19][CH2:18][CH2:17][CH2:16]3)=[C:10]([C:21]([F:23])([F:24])[F:22])[CH:9]=2)=[O:6])=[CH:3][C:2]=1[C:30]1[CH:31]=[C:32]2[C:37](=[CH:38][CH:39]=1)[CH:36]=[N:35][N:34]=[CH:33]2, predict the reactants needed to synthesize it. The reactants are: Br[C:2]1[CH:3]=[C:4]([CH:25]=[CH:26][C:27]=1[CH3:28])[C:5]([NH:7][C:8]1[CH:13]=[CH:12][C:11]([CH2:14][N:15]2[CH2:20][CH2:19][CH2:18][CH2:17][CH2:16]2)=[C:10]([C:21]([F:24])([F:23])[F:22])[CH:9]=1)=[O:6].Br[C:30]1[CH:31]=[C:32]2[C:37](=[CH:38][CH:39]=1)[CH:36]=[N:35][N:34]=[CH:33]2. (2) Given the product [CH:30]1([CH2:29][O:28][C:22]2[CH:23]=[CH:24][C:25]([F:27])=[CH:26][C:21]=2[C:20]2[CH:19]=[CH:18][N:17]=[C:16]3[C:12]([C:10]([NH:9][C@H:6]4[CH2:7][CH2:8][C@@H:3]([NH:2][C:38](=[O:37])[CH2:39][OH:40])[CH2:4][CH2:5]4)=[O:11])=[C:13]([CH3:33])[NH:14][C:15]=23)[CH2:31][CH2:32]1, predict the reactants needed to synthesize it. The reactants are: Cl.[NH2:2][C@@H:3]1[CH2:8][CH2:7][C@H:6]([NH:9][C:10]([C:12]2[C:16]3=[N:17][CH:18]=[CH:19][C:20]([C:21]4[CH:26]=[C:25]([F:27])[CH:24]=[CH:23][C:22]=4[O:28][CH2:29][CH:30]4[CH2:32][CH2:31]4)=[C:15]3[NH:14][C:13]=2[CH3:33])=[O:11])[CH2:5][CH2:4]1.C([O:37][CH2:38][C:39](Cl)=[O:40])(=O)C.